From a dataset of Catalyst prediction with 721,799 reactions and 888 catalyst types from USPTO. Predict which catalyst facilitates the given reaction. (1) Reactant: [CH3:1][C:2]([C@@H:4]1[C@@:8]2([CH3:23])[CH2:9][CH2:10][C@@H:11]3[C@@:16]4([CH3:22])[CH2:17][CH2:18][C@H:19]([OH:21])[CH2:20][C:15]4=[CH:14][CH2:13][C@H:12]3[C@@H:7]2[CH2:6][CH2:5]1)=O.Cl.[CH2:25]([O:27][NH2:28])[CH3:26].N1C=CC=CC=1. Product: [CH2:25]([O:27]/[N:28]=[C:2](/[C@@H:4]1[C@:8]2([CH3:23])[C@H:7]([C@H:12]3[C@H:11]([CH2:10][CH2:9]2)[C@:16]2([CH3:22])[C:17]([CH2:18][C@@H:19]([OH:21])[CH2:20][CH2:15]2)=[CH:14][CH2:13]3)[CH2:6][CH2:5]1)\[CH3:1])[CH3:26]. The catalyst class is: 6. (2) Reactant: [N:1]1[CH:6]=[CH:5][CH:4]=[CH:3][C:2]=1[C:7]1[C:8]([CH:17]([NH:19]C(=O)OC(C)(C)C)[CH3:18])=[N:9][C:10]2[C:15]([CH:16]=1)=[CH:14][N:13]=[CH:12][CH:11]=2.C(O)(C(F)(F)F)=O. Product: [N:1]1[CH:6]=[CH:5][CH:4]=[CH:3][C:2]=1[C:7]1[C:8]([CH:17]([NH2:19])[CH3:18])=[N:9][C:10]2[C:15]([CH:16]=1)=[CH:14][N:13]=[CH:12][CH:11]=2. The catalyst class is: 2. (3) Reactant: [CH3:1][C:2]1([CH3:36])[O:6][C@H:5]([CH2:7][O:8][C:9]2[CH:14]=[CH:13][C:12]([C:15](C3C=CC(OS(C(F)(F)F)(=O)=O)=C(C)C=3)([CH2:18][CH3:19])[CH2:16][CH3:17])=[CH:11][C:10]=2[CH3:35])[CH2:4][O:3]1.[CH:37]1[CH:42]=[CH:41][C:40](P([C:37]2[CH:42]=[CH:41][CH:40]=[CH:39][CH:38]=2)[C:37]2[CH:42]=[CH:41][CH:40]=[CH:39][CH:38]=2)=[CH:39][CH:38]=1.[Li+].[Cl-].C([Sn]([CH2:70][CH2:71][CH2:72][CH3:73])([CH2:70][CH2:71][CH2:72][CH3:73])[CH2:70][CH2:71][CH2:72][CH3:73])C=C.Cl. Product: [CH2:39]([C:38]1[CH:37]=[CH:42][C:70]([C:15]([C:12]2[CH:13]=[CH:14][C:9]([O:8][CH2:7][C@@H:5]3[CH2:4][O:3][C:2]([CH3:36])([CH3:1])[O:6]3)=[C:10]([CH3:35])[CH:11]=2)([CH2:18][CH3:19])[CH2:16][CH3:17])=[CH:71][C:72]=1[CH3:73])[CH:40]=[CH2:41]. The catalyst class is: 3.